This data is from Forward reaction prediction with 1.9M reactions from USPTO patents (1976-2016). The task is: Predict the product of the given reaction. (1) Given the reactants [NH2:1][C:2]1[C:7]([N+:8]([O-:10])=[O:9])=[CH:6][CH:5]=[CH:4][C:3]=1[OH:11].[C:12](=O)([O-])[O-].[K+].[K+].CI, predict the reaction product. The product is: [CH3:12][O:11][C:3]1[CH:4]=[CH:5][CH:6]=[C:7]([N+:8]([O-:10])=[O:9])[C:2]=1[NH2:1]. (2) Given the reactants [CH3:1][C:2]1[N:3]=[N:4][C:5]([C:8]2[CH:13]=[CH:12][CH:11]=[CH:10][CH:9]=2)=[CH:6][CH:7]=1.C1C(=O)N([Br:21])C(=O)C1, predict the reaction product. The product is: [Br:21][CH2:1][C:2]1[N:3]=[N:4][C:5]([C:8]2[CH:9]=[CH:10][CH:11]=[CH:12][CH:13]=2)=[CH:6][CH:7]=1. (3) Given the reactants Br[C:2]1[NH:3][C:4]2[C:9]([C:10]=1[CH:11]=[O:12])=[CH:8][C:7]([O:13][CH3:14])=[CH:6][CH:5]=2.[CH3:15][N:16]1[C:20]([CH3:21])=[C:19](B2OC(C)(C)C(C)(C)O2)[C:18]([CH3:31])=[N:17]1.C1C=CC(P(C2C=CC=CC=2)C2C=CC=CC=2)=CC=1.[O-]P([O-])([O-])=O.[K+].[K+].[K+], predict the reaction product. The product is: [CH3:14][O:13][C:7]1[CH:8]=[C:9]2[C:4](=[CH:5][CH:6]=1)[NH:3][C:2]([C:19]1[C:18]([CH3:31])=[N:17][N:16]([CH3:15])[C:20]=1[CH3:21])=[C:10]2[CH:11]=[O:12]. (4) The product is: [CH3:8][O:7][CH:6]([O:9][CH3:10])[C:5]1[CH:4]=[CH:3][N:2]=[CH:1][N:18]=1. Given the reactants [CH3:1][N:2](C)/[CH:3]=[CH:4]/[C:5](=O)[CH:6]([O:9][CH3:10])[O:7][CH3:8].C(O)(=O)C.C(N)=[NH:18], predict the reaction product. (5) The product is: [Cl:24][C:25]1[N:26]=[CH:27][C:28]([S:31]([N:15]([CH3:16])[C:12]2[CH:13]=[CH:14][C:9]([CH2:8][N:6]3[CH2:5][CH2:4][N:3]([C:17]([O:19][C:20]([CH3:22])([CH3:21])[CH3:23])=[O:18])[C@@H:2]([CH3:1])[CH2:7]3)=[CH:10][CH:11]=2)(=[O:33])=[O:32])=[CH:29][CH:30]=1. Given the reactants [CH3:1][C@H:2]1[CH2:7][N:6]([CH2:8][C:9]2[CH:14]=[CH:13][C:12]([NH:15][CH3:16])=[CH:11][CH:10]=2)[CH2:5][CH2:4][N:3]1[C:17]([O:19][C:20]([CH3:23])([CH3:22])[CH3:21])=[O:18].[Cl:24][C:25]1[CH:30]=[CH:29][C:28]([S:31](Cl)(=[O:33])=[O:32])=[CH:27][N:26]=1.C(N(CC)CC)C, predict the reaction product. (6) The product is: [Cl:8][C:7]1[C:2]([NH:14][NH2:15])=[N:3][CH:4]=[C:5]([C:9]([F:12])([F:11])[F:10])[CH:6]=1. Given the reactants Cl[C:2]1[C:7]([Cl:8])=[CH:6][C:5]([C:9]([F:12])([F:11])[F:10])=[CH:4][N:3]=1.O.[NH2:14][NH2:15], predict the reaction product. (7) Given the reactants [Br:1][C:2]1[CH:3]=[N:4][CH:5]=[CH:6][C:7]=1[CH2:8][OH:9].[F:10][C:11]1[CH:16]=[CH:15][C:14](O)=[CH:13][CH:12]=1.C1C=CC(P(C2C=CC=CC=2)C2C=CC=CC=2)=CC=1.N(C(OC(C)(C)C)=O)=NC(OC(C)(C)C)=O, predict the reaction product. The product is: [Br:1][C:2]1[CH:3]=[N:4][CH:5]=[CH:6][C:7]=1[CH2:8][O:9][C:14]1[CH:15]=[CH:16][C:11]([F:10])=[CH:12][CH:13]=1.